Dataset: Forward reaction prediction with 1.9M reactions from USPTO patents (1976-2016). Task: Predict the product of the given reaction. (1) Given the reactants [NH:1]1[C:9]2[C:4](=[CH:5][C:6]([C:10]([O:12][CH3:13])=[O:11])=[CH:7][CH:8]=2)[CH:3]=[CH:2]1.CC(C)([O-])C.[K+].I[CH2:21][CH2:22][CH2:23][CH3:24], predict the reaction product. The product is: [CH2:21]([N:1]1[C:9]2[C:4](=[CH:5][C:6]([C:10]([O:12][CH3:13])=[O:11])=[CH:7][CH:8]=2)[CH:3]=[CH:2]1)[CH2:22][CH2:23][CH3:24]. (2) Given the reactants [CH:1]1([NH:7][C:8]2[C:9]3[CH:19]=[CH:18][N:17]([S:20]([C:23]4[CH:29]=[CH:28][C:26]([CH3:27])=[CH:25][CH:24]=4)(=[O:22])=[O:21])[C:10]=3[N:11]=[CH:12][C:13]=2[N+:14]([O-])=O)[CH2:6][CH2:5][CH2:4][CH2:3][CH2:2]1.O.O.[Sn](Cl)Cl, predict the reaction product. The product is: [CH2:4]1[CH2:5][CH2:6][CH:1]([NH:7][C:8]2[C:13]([NH2:14])=[CH:12][N:11]=[C:10]3[N:17]([S:20]([C:23]4[CH:29]=[CH:28][C:26]([CH3:27])=[CH:25][CH:24]=4)(=[O:21])=[O:22])[CH:18]=[CH:19][C:9]=23)[CH2:2][CH2:3]1.